Dataset: Merck oncology drug combination screen with 23,052 pairs across 39 cell lines. Task: Regression. Given two drug SMILES strings and cell line genomic features, predict the synergy score measuring deviation from expected non-interaction effect. (1) Drug 1: CC(C)CC(NC(=O)C(Cc1ccccc1)NC(=O)c1cnccn1)B(O)O. Drug 2: CC1(c2nc3c(C(N)=O)cccc3[nH]2)CCCN1. Cell line: MSTO. Synergy scores: synergy=6.95. (2) Drug 1: CC(C)CC(NC(=O)C(Cc1ccccc1)NC(=O)c1cnccn1)B(O)O. Drug 2: COC1CC2CCC(C)C(O)(O2)C(=O)C(=O)N2CCCCC2C(=O)OC(C(C)CC2CCC(OP(C)(C)=O)C(OC)C2)CC(=O)C(C)C=C(C)C(O)C(OC)C(=O)C(C)CC(C)C=CC=CC=C1C. Cell line: A2058. Synergy scores: synergy=-6.30. (3) Drug 1: CCC1(O)CC2CN(CCc3c([nH]c4ccccc34)C(C(=O)OC)(c3cc4c(cc3OC)N(C)C3C(O)(C(=O)OC)C(OC(C)=O)C5(CC)C=CCN6CCC43C65)C2)C1. Drug 2: COC1=C2CC(C)CC(OC)C(O)C(C)C=C(C)C(OC(N)=O)C(OC)C=CC=C(C)C(=O)NC(=CC1=O)C2=O. Cell line: KPL1. Synergy scores: synergy=-14.9. (4) Drug 1: CC1CC2C3CCC4=CC(=O)C=CC4(C)C3(F)C(O)CC2(C)C1(O)C(=O)CO. Drug 2: COC1CC2CCC(C)C(O)(O2)C(=O)C(=O)N2CCCCC2C(=O)OC(C(C)CC2CCC(OP(C)(C)=O)C(OC)C2)CC(=O)C(C)C=C(C)C(O)C(OC)C(=O)C(C)CC(C)C=CC=CC=C1C. Cell line: UACC62. Synergy scores: synergy=14.9. (5) Drug 1: O=S1(=O)NC2(CN1CC(F)(F)F)C1CCC2Cc2cc(C=CCN3CCC(C(F)(F)F)CC3)ccc2C1. Drug 2: CC1(c2nc3c(C(N)=O)cccc3[nH]2)CCCN1. Cell line: RKO. Synergy scores: synergy=2.14. (6) Drug 1: COC1CC2CCC(C)C(O)(O2)C(=O)C(=O)N2CCCCC2C(=O)OC(C(C)CC2CCC(OP(C)(C)=O)C(OC)C2)CC(=O)C(C)C=C(C)C(O)C(OC)C(=O)C(C)CC(C)C=CC=CC=C1C. Synergy scores: synergy=21.3. Drug 2: CCc1c2c(nc3ccc(O)cc13)-c1cc3c(c(=O)n1C2)COC(=O)C3(O)CC. Cell line: OCUBM. (7) Synergy scores: synergy=4.24. Drug 2: O=C(O)C1(Cc2cccc(Nc3nccs3)n2)CCC(Oc2cccc(Cl)c2F)CC1. Cell line: COLO320DM. Drug 1: C=CCn1c(=O)c2cnc(Nc3ccc(N4CCN(C)CC4)cc3)nc2n1-c1cccc(C(C)(C)O)n1. (8) Drug 1: CCC1(O)CC2CN(CCc3c([nH]c4ccccc34)C(C(=O)OC)(c3cc4c(cc3OC)N(C)C3C(O)(C(=O)OC)C(OC(C)=O)C5(CC)C=CCN6CCC43C65)C2)C1. Drug 2: COC1CC2CCC(C)C(O)(O2)C(=O)C(=O)N2CCCCC2C(=O)OC(C(C)CC2CCC(OP(C)(C)=O)C(OC)C2)CC(=O)C(C)C=C(C)C(O)C(OC)C(=O)C(C)CC(C)C=CC=CC=C1C. Cell line: COLO320DM. Synergy scores: synergy=-1.27. (9) Drug 1: CN(C)C(=N)N=C(N)N. Drug 2: NC(=O)c1cccc2cn(-c3ccc(C4CCCNC4)cc3)nc12. Cell line: ZR751. Synergy scores: synergy=-7.35.